From a dataset of Drug-target binding data from BindingDB using IC50 measurements. Regression. Given a target protein amino acid sequence and a drug SMILES string, predict the binding affinity score between them. We predict pIC50 (pIC50 = -log10(IC50 in M); higher means more potent). Dataset: bindingdb_ic50. (1) The compound is Cc1cc(-c2n[nH]c3cc(NC(=O)N[C@@H](C)c4ccccc4)ncc23)ccn1. The target protein (P63085) has sequence MAAAAAAGPEMVRGQVFDVGPRYTNLSYIGEGAYGMVCSAYDNLNKVRVAIKKISPFEHQTYCQRTLREIKILLRFRHENIIGINDIIRAPTIEQMKDVYIVQDLMETDLYKLLKTQHLSNDHICYFLYQILRGLKYIHSANVLHRDLKPSNLLLNTTCDLKICDFGLARVADPDHDHTGFLTEYVATRWYRAPEIMLNSKGYTKSIDIWSVGCILAEMLSNRPIFPGKHYLDQLNHILGILGSPSQEDLNCIINLKARNYLLSLPHKNKVPWNRLFPNADSKALDLLDKMLTFNPHKRIEVEQALAHPYLEQYYDPSDEPIAEAPFKFDMELDDLPKEKLKELIFEETARFQPGYRS. The pIC50 is 7.4. (2) The compound is COc1ccccc1CNc1nc2c(cnn2CC(C)C)c(=O)[nH]1. The target protein (O76083) has sequence MGSGSSSYRPKAIYLDIDGRIQKVIFSKYCNSSDIMDLFCIATGLPRNTTISLLTTDDAMVSIDPTMPANSERTPYKVRPVAIKQLSAGVEDKRTTSRGQSAERPLRDRRVVGLEQPRREGAFESGQVEPRPREPQGCYQEGQRIPPEREELIQSVLAQVAEQFSRAFKINELKAEVANHLAVLEKRVELEGLKVVEIEKCKSDIKKMREELAARSSRTNCPCKYSFLDNHKKLTPRRDVPTYPKYLLSPETIEALRKPTFDVWLWEPNEMLSCLEHMYHDLGLVRDFSINPVTLRRWLFCVHDNYRNNPFHNFRHCFCVAQMMYSMVWLCSLQEKFSQTDILILMTAAICHDLDHPGYNNTYQINARTELAVRYNDISPLENHHCAVAFQILAEPECNIFSNIPPDGFKQIRQGMITLILATDMARHAEIMDSFKEKMENFDYSNEEHMTLLKMILIKCCDISNEVRPMEVAEPWVDCLLEEYFMQSDREKSEGLPVAP.... The pIC50 is 7.4. (3) The drug is CCn1cnc2c(Nc3ccc(P(=O)(O)CP(=O)(O)O)cc3)nc([C@H]3CC[C@H](N)CC3)nc21. The target protein (P00519) has sequence MLEICLKLVGCKSKKGLSSSSSCYLEEALQRPVASDFEPQGLSEAARWNSKENLLAGPSENDPNLFVALYDFVASGDNTLSITKGEKLRVLGYNHNGEWCEAQTKNGQGWVPSNYITPVNSLEKHSWYHGPVSRNAAEYLLSSGINGSFLVRESESSPGQRSISLRYEGRVYHYRINTASDGKLYVSSESRFNTLAELVHHHSTVADGLITTLHYPAPKRNKPTVYGVSPNYDKWEMERTDITMKHKLGGGQYGEVYEGVWKKYSLTVAVKTLKEDTMEVEEFLKEAAVMKEIKHPNLVQLLGVCTREPPFYIITEFMTYGNLLDYLRECNRQEVNAVVLLYMATQISSAMEYLEKKNFIHRDLAARNCLVGENHLVKVADFGLSRLMTGDTYTAHAGAKFPIKWTAPESLAYNKFSIKSDVWAFGVLLWEIATYGMSPYPGIDLSQVYELLEKDYRMERPEGCPEKVYELMRACWQWNPSDRPSFAEIHQAFETMFQES.... The pIC50 is 7.2. (4) The drug is CCCCc1ccc([B-]2(c3ccccc3)[NH2+]CCO2)cc1. The target protein (Q9H1D0) has sequence MGPLQGDGGPALGGADVAPRLSPVRVWPRPQAPKEPALHPMGLSLPKEKGLILCLWSKFCRWFQRRESWAQSRDEQNLLQQKRIWESPLLLAAKDNDVQALNKLLKYEDCKVHQRGAMGETALHIAALYDNLEAAMVLMEAAPELVFEPMTSELYEGQTALHIAVVNQNMNLVRALLARRASVSARATGTAFRRSPCNLIYFGEHPLSFAACVNSEEIVRLLIEHGADIRAQDSLGNTVLHILILQPNKTFACQMYNLLLSYDRHGDHLQPLDLVPNHQGLTPFKLAGVEGNTVMFQHLMQKRKHTQWTYGPLTSTLYDLTEIDSSGDEQSLLELIITTKKREARQILDQTPVKELVSLKWKRYGRPYFCMLGAIYLLYIICFTMCCIYRPLKPRTNNRTSPRDNTLLQQKLLQEAYMTPKDDIRLVGELVTVIGAIIILLVEVPDIFRMGVTRFFGQTILGGPFHVLIITYAFMVLVTMVMRLISASGEVVPMSFALVL.... The pIC50 is 4.9.